The task is: Regression. Given a peptide amino acid sequence and an MHC pseudo amino acid sequence, predict their binding affinity value. This is MHC class II binding data.. This data is from Peptide-MHC class II binding affinity with 134,281 pairs from IEDB. (1) The peptide sequence is AFLLLGLAGNSSPSA. The MHC is HLA-DPA10103-DPB10401 with pseudo-sequence HLA-DPA10103-DPB10401. The binding affinity (normalized) is 0.302. (2) The peptide sequence is GELQIVDDIDAAFKI. The MHC is DRB1_0101 with pseudo-sequence DRB1_0101. The binding affinity (normalized) is 0.463.